From a dataset of Catalyst prediction with 721,799 reactions and 888 catalyst types from USPTO. Predict which catalyst facilitates the given reaction. Reactant: [Cl:1][C:2]1[CH:7]=[CH:6][C:5]([CH:8]([CH3:10])[CH3:9])=[CH:4][C:3]=1[OH:11].[Cl:12][C:13]1[CH:18]=[CH:17][C:16]([OH:19])=[CH:15][C:14]=1[CH:20]([CH3:22])[CH3:21].[C:23]([O-])([O-])=O.[K+].[K+].IC. Product: [Cl:1][C:2]1[CH:7]=[CH:6][C:5]([CH:8]([CH3:9])[CH3:10])=[CH:4][C:3]=1[O:11][CH3:13].[Cl:12][C:13]1[CH:18]=[CH:17][C:16]([O:19][CH3:23])=[CH:15][C:14]=1[CH:20]([CH3:22])[CH3:21]. The catalyst class is: 18.